From a dataset of Forward reaction prediction with 1.9M reactions from USPTO patents (1976-2016). Predict the product of the given reaction. (1) Given the reactants [Cl:1][C:2]1[CH:3]=[C:4]2[C:9](=[CH:10][C:11]=1[O:12][C:13]1[CH:18]=[CH:17][C:16]([C:19](=[O:36])[NH:20][CH2:21][CH2:22][C:23]3[C:24]([CH:33]4[CH2:35][CH2:34]4)=[N:25][C:26]([C:29]([F:32])([F:31])[F:30])=[CH:27][CH:28]=3)=[CH:15][CH:14]=1)[O:8][CH2:7][CH2:6][CH:5]2[C:37]([OH:39])=[O:38].C[O-].[Na+:42], predict the reaction product. The product is: [Na+:42].[Cl:1][C:2]1[CH:3]=[C:4]2[C:9](=[CH:10][C:11]=1[O:12][C:13]1[CH:14]=[CH:15][C:16]([C:19](=[O:36])[NH:20][CH2:21][CH2:22][C:23]3[C:24]([CH:33]4[CH2:34][CH2:35]4)=[N:25][C:26]([C:29]([F:30])([F:32])[F:31])=[CH:27][CH:28]=3)=[CH:17][CH:18]=1)[O:8][CH2:7][CH2:6][CH:5]2[C:37]([O-:39])=[O:38]. (2) Given the reactants [CH2:1]([N:5]([CH2:23][CH2:24][CH2:25][CH3:26])[C:6]1[CH:11]=[CH:10][C:9]([CH:12]=[CH:13][C:14]2[S:18][C:17]([CH:19]=O)=[CH:16][CH:15]=2)=[C:8]([O:21][CH3:22])[CH:7]=1)[CH2:2][CH2:3][CH3:4].[C:27]([C:29]1[C:30](=[C:40]([C:43]#[N:44])[C:41]#[N:42])[O:31][C:32]([CH3:39])([C:35]([F:38])([F:37])[F:36])[C:33]=1[CH3:34])#[N:28], predict the reaction product. The product is: [CH2:23]([N:5]([CH2:1][CH2:2][CH2:3][CH3:4])[C:6]1[CH:11]=[CH:10][C:9]([CH:12]=[CH:13][C:14]2[S:18][C:17]([CH:19]=[CH:34][C:33]3[C:32]([CH3:39])([C:35]([F:38])([F:36])[F:37])[O:31][C:30](=[C:40]([C:41]#[N:42])[C:43]#[N:44])[C:29]=3[C:27]#[N:28])=[CH:16][CH:15]=2)=[C:8]([O:21][CH3:22])[CH:7]=1)[CH2:24][CH2:25][CH3:26].